Predict which catalyst facilitates the given reaction. From a dataset of Catalyst prediction with 721,799 reactions and 888 catalyst types from USPTO. (1) Product: [NH2:10][CH2:9][CH2:8][C:5]1[CH:6]=[CH:7][C:2]([Cl:1])=[CH:3][C:4]=1[CH2:18][NH:19][C:20](=[O:41])[CH2:21][C:22]1[C:27]([Cl:28])=[CH:26][N:25]=[C:24]([NH:29][CH2:30][C:31]([F:38])([F:39])[C:32]2[CH:37]=[CH:36][CH:35]=[CH:34][N:33]=2)[C:23]=1[F:40]. The catalyst class is: 25. Reactant: [Cl:1][C:2]1[CH:7]=[CH:6][C:5]([CH2:8][CH2:9][NH:10]C(=O)OC(C)(C)C)=[C:4]([CH2:18][NH:19][C:20](=[O:41])[CH2:21][C:22]2[C:27]([Cl:28])=[CH:26][N:25]=[C:24]([NH:29][CH2:30][C:31]([F:39])([F:38])[C:32]3[CH:37]=[CH:36][CH:35]=[CH:34][N:33]=3)[C:23]=2[F:40])[CH:3]=1.Cl. (2) Reactant: C[O:2][C:3](=O)[CH2:4][O:5][C:6]1[CH:11]=[CH:10][C:9]([C:12]2[N:13]=[N:14][NH:15][N:16]=2)=[CH:8][CH:7]=1.O.[NH2:19][NH2:20]. Product: [NH:13]1[C:12]([C:9]2[CH:10]=[CH:11][C:6]([O:5][CH2:4][C:3]([NH:19][NH2:20])=[O:2])=[CH:7][CH:8]=2)=[N:16][N:15]=[N:14]1. The catalyst class is: 5. (3) Reactant: [C:1]([O:7][CH2:8][O:9][C:10]1[CH:11]=[CH:12][C:13]2[CH2:14][C@H:15]3[N:26](C(OCC4C=CC=CC=4)=O)[CH2:25][CH2:24][C@@:21]4([C:22]=2[CH:23]=1)[C@H:16]3[CH2:17][CH2:18][CH2:19][CH2:20]4)(=[O:6])[C:2]([CH3:5])([CH3:4])[CH3:3]. Product: [C:1]([O:7][CH2:8][O:9][C:10]1[CH:11]=[CH:12][C:13]2[CH2:14][C@H:15]3[NH:26][CH2:25][CH2:24][C@@:21]4([C:22]=2[CH:23]=1)[C@H:16]3[CH2:17][CH2:18][CH2:19][CH2:20]4)(=[O:6])[C:2]([CH3:5])([CH3:4])[CH3:3]. The catalyst class is: 50. (4) Reactant: [NH2:1][C:2]1[C:3]([CH:12]2[CH2:17][CH2:16][N:15]([C:18]([O:20][C:21]([CH3:24])([CH3:23])[CH3:22])=[O:19])[CH2:14][CH2:13]2)=[CH:4][S:5][C:6]=1[C:7](OCC)=[O:8].C(O)(=O)C.[CH:29](N)=[NH:30]. Product: [O:8]=[C:7]1[NH:30][CH:29]=[N:1][C:2]2[C:3]([CH:12]3[CH2:17][CH2:16][N:15]([C:18]([O:20][C:21]([CH3:22])([CH3:23])[CH3:24])=[O:19])[CH2:14][CH2:13]3)=[CH:4][S:5][C:6]1=2. The catalyst class is: 8. (5) Reactant: [Cl:1][C:2]1[C:3]([F:45])=[C:4]([C@@H:8]2[C@:12]([C:15]3[CH:20]=[CH:19][C:18]([Cl:21])=[CH:17][C:16]=3[F:22])([C:13]#[N:14])[C@H:11]([CH2:23][C:24]([CH3:27])([CH3:26])[CH3:25])[NH:10][C@H:9]2[C:28]([NH:30][C:31]2[CH:39]=C[C:34]([C:35]([OH:37])=O)=[CH:33][C:32]=2OC(F)(F)F)=[O:29])[CH:5]=[CH:6][CH:7]=1.[CH3:46]OCCOC.C=O.Cl. Product: [Cl:1][C:2]1[C:3]([F:45])=[C:4]([C@H:8]2[C@H:9]3[N:10]([CH2:46][N:30]([C:31]4[CH:32]=[CH:33][CH:34]=[C:35]([OH:37])[CH:39]=4)[C:28]3=[O:29])[C@@H:11]([CH2:23][C:24]([CH3:25])([CH3:27])[CH3:26])[C@@:12]2([C:15]2[CH:20]=[CH:19][C:18]([Cl:21])=[CH:17][C:16]=2[F:22])[C:13]#[N:14])[CH:5]=[CH:6][CH:7]=1. The catalyst class is: 6. (6) Product: [Cl:1][C:2]1[C:3]([C:9]2[CH:14]=[CH:13][C:12]([F:15])=[CH:11][CH:10]=2)=[N:4][N:5]([CH2:23][C:24]([N:26]2[CH2:27][CH2:28][N:29]([C:32]3[CH:37]=[CH:36][C:35]([F:38])=[CH:34][CH:33]=3)[CH2:30][CH2:31]2)=[O:25])[C:6]=1[S:7][CH3:8]. The catalyst class is: 195. Reactant: [Cl:1][C:2]1[C:3]([C:9]2[CH:14]=[CH:13][C:12]([F:15])=[CH:11][CH:10]=2)=[N:4][NH:5][C:6]=1[S:7][CH3:8].C([O-])([O-])=O.[K+].[K+].Cl[CH2:23][C:24]([N:26]1[CH2:31][CH2:30][N:29]([C:32]2[CH:37]=[CH:36][C:35]([F:38])=[CH:34][CH:33]=2)[CH2:28][CH2:27]1)=[O:25].CN(C=O)C.